Dataset: Peptide-MHC class I binding affinity with 185,985 pairs from IEDB/IMGT. Task: Regression. Given a peptide amino acid sequence and an MHC pseudo amino acid sequence, predict their binding affinity value. This is MHC class I binding data. (1) The peptide sequence is SLVYVNGVVV. The binding affinity (normalized) is 0.264. The MHC is HLA-A02:01 with pseudo-sequence HLA-A02:01. (2) The peptide sequence is MAVFKMSPGY. The MHC is HLA-B35:01 with pseudo-sequence HLA-B35:01. The binding affinity (normalized) is 0.399. (3) The peptide sequence is TCQGSDDIKK. The MHC is HLA-A03:01 with pseudo-sequence HLA-A03:01. The binding affinity (normalized) is 0. (4) The peptide sequence is WSPRDYTPA. The MHC is H-2-Dd with pseudo-sequence H-2-Dd. The binding affinity (normalized) is 0.113. (5) The peptide sequence is YELLRYNEY. The MHC is HLA-B15:01 with pseudo-sequence HLA-B15:01. The binding affinity (normalized) is 0.437. (6) The peptide sequence is PELKKPITW. The MHC is HLA-B44:02 with pseudo-sequence HLA-B44:02. The binding affinity (normalized) is 0.0143. (7) The MHC is HLA-A80:01 with pseudo-sequence HLA-A80:01. The peptide sequence is VSEHFSLLF. The binding affinity (normalized) is 0.338.